Dataset: NCI-60 drug combinations with 297,098 pairs across 59 cell lines. Task: Regression. Given two drug SMILES strings and cell line genomic features, predict the synergy score measuring deviation from expected non-interaction effect. Drug 1: C1C(C(OC1N2C=C(C(=O)NC2=O)F)CO)O. Drug 2: C1C(C(OC1N2C=NC3=C2NC=NCC3O)CO)O. Cell line: T-47D. Synergy scores: CSS=6.65, Synergy_ZIP=-2.94, Synergy_Bliss=-0.865, Synergy_Loewe=6.07, Synergy_HSA=0.0776.